From a dataset of Forward reaction prediction with 1.9M reactions from USPTO patents (1976-2016). Predict the product of the given reaction. (1) Given the reactants [CH3:1][C:2]1([CH3:20])[O:6][C@H:5]([CH2:7][N:8]2[CH:12]=[CH:11][C:10]([NH:13]C(=O)C(C)(C)C)=[N:9]2)[CH2:4][O:3]1.O.[OH-].[Na+], predict the reaction product. The product is: [CH3:1][C:2]1([CH3:20])[O:6][C@H:5]([CH2:7][N:8]2[CH:12]=[CH:11][C:10]([NH2:13])=[N:9]2)[CH2:4][O:3]1. (2) Given the reactants [Br:1][C:2]1[N:3]=[C:4]([OH:21])[C:5]([NH:8][S:9]([C:12]2[CH:13]=[C:14]([CH:18]=[CH:19][CH:20]=2)[C:15]([OH:17])=O)(=[O:11])=[O:10])=[N:6][CH:7]=1.CN(C(ON1N=N[C:32]2C=[CH:34][CH:35]=[N:36][C:31]1=2)=[N+](C)C)C.F[P-](F)(F)(F)(F)F.CCN(C(C)C)C(C)C.C(NCC)C, predict the reaction product. The product is: [Br:1][C:2]1[N:3]=[C:4]([OH:21])[C:5]([NH:8][S:9]([C:12]2[CH:13]=[C:14]([CH:18]=[CH:19][CH:20]=2)[C:15]([N:36]([CH2:31][CH3:32])[CH2:35][CH3:34])=[O:17])(=[O:10])=[O:11])=[N:6][CH:7]=1. (3) Given the reactants [CH:1]1([C:4]2[C:5]([O:18][CH2:19][C:20]3([C:26]([F:29])([F:28])[F:27])[CH2:25][CH2:24][CH2:23][CH2:22][CH2:21]3)=[CH:6][C:7]([F:17])=[C:8]([CH:16]=2)[C:9]([O:11]C(C)(C)C)=[O:10])[CH2:3][CH2:2]1.FC(F)(F)C(O)=O, predict the reaction product. The product is: [CH:1]1([C:4]2[C:5]([O:18][CH2:19][C:20]3([C:26]([F:29])([F:27])[F:28])[CH2:21][CH2:22][CH2:23][CH2:24][CH2:25]3)=[CH:6][C:7]([F:17])=[C:8]([CH:16]=2)[C:9]([OH:11])=[O:10])[CH2:2][CH2:3]1.